This data is from Forward reaction prediction with 1.9M reactions from USPTO patents (1976-2016). The task is: Predict the product of the given reaction. The product is: [S:1]1[C:5]2[CH:6]=[CH:7][CH:8]=[CH:9][C:4]=2[CH:3]=[C:2]1[CH:10]([C:12]1[CH:17]=[CH:16][CH:15]=[CH:14][C:13]=1[S:18][CH3:19])[NH:11][S:39]([C:33]1[CH:34]=[CH:35][C:36]2[O:37][CH2:38][CH2:20][CH2:29][O:30][C:31]=2[CH:32]=1)(=[O:41])=[O:40]. Given the reactants [S:1]1[C:5]2[CH:6]=[CH:7][CH:8]=[CH:9][C:4]=2[CH:3]=[C:2]1[CH:10]([C:12]1[CH:17]=[CH:16][CH:15]=[CH:14][C:13]=1[S:18][CH3:19])[NH2:11].[CH2:20](N(C(C)C)C(C)C)C.[CH3:29][O:30][C:31]1[CH:32]=[C:33]([S:39](Cl)(=[O:41])=[O:40])[CH:34]=[CH:35][C:36]=1[O:37][CH3:38], predict the reaction product.